Dataset: Full USPTO retrosynthesis dataset with 1.9M reactions from patents (1976-2016). Task: Predict the reactants needed to synthesize the given product. (1) The reactants are: [NH:1]1[C:9]2[C:4](=[CH:5][C:6]([O:10][C:11]3[C:20]4[C:15](=[CH:16][C:17]([O:23][CH2:24][C@@H:25]5[CH2:27][O:26]5)=[C:18]([O:21][CH3:22])[CH:19]=4)[N:14]=[CH:13][N:12]=3)=[CH:7][CH:8]=2)[CH:3]=[CH:2]1.[NH:28]1[CH2:32][CH2:31][CH2:30][CH2:29]1. Given the product [OH:26][C@@H:25]([CH2:27][N:28]1[CH2:32][CH2:31][CH2:30][CH2:29]1)[CH2:24][O:23][C:17]1[CH:16]=[C:15]2[C:20]([C:11]([O:10][C:6]3[CH:5]=[C:4]4[C:9](=[CH:8][CH:7]=3)[NH:1][CH:2]=[CH:3]4)=[N:12][CH:13]=[N:14]2)=[CH:19][C:18]=1[O:21][CH3:22], predict the reactants needed to synthesize it. (2) Given the product [Cl:9][C:8]1[N:1]=[C:2]([Cl:3])[N:4]=[C:5]([N:12]2[CH2:11][CH:10]3[O:17][CH:14]([CH2:15][CH2:16]3)[CH2:13]2)[N:7]=1, predict the reactants needed to synthesize it. The reactants are: [N:1]1[C:8]([Cl:9])=[N:7][C:5](Cl)=[N:4][C:2]=1[Cl:3].[CH:10]12[O:17][CH:14]([CH2:15][CH2:16]1)[CH2:13][NH:12][CH2:11]2.